Dataset: Forward reaction prediction with 1.9M reactions from USPTO patents (1976-2016). Task: Predict the product of the given reaction. Given the reactants [Br:1][C:2]1[CH:3]=[C:4]([CH:8]=[CH:9][CH:10]=1)[CH2:5][CH2:6][NH2:7].[F:11][C:12]([F:19])([F:18])[C:13](OCC)=[O:14], predict the reaction product. The product is: [Br:1][C:2]1[CH:3]=[C:4]([CH:8]=[CH:9][CH:10]=1)[CH2:5][CH2:6][NH:7][C:13](=[O:14])[C:12]([F:19])([F:18])[F:11].